Predict the product of the given reaction. From a dataset of Forward reaction prediction with 1.9M reactions from USPTO patents (1976-2016). (1) Given the reactants N(OC(C)(C)C)=[O:2].N[C:9]1[C:14]([O:15][CH3:16])=[C:13]([Cl:17])[CH:12]=[C:11]([F:18])[C:10]=1[N:19]1[C:24](=[O:25])[CH:23]=[C:22]([C:26]([F:29])([F:28])[F:27])[N:21]([CH3:30])[C:20]1=[O:31].Cl, predict the reaction product. The product is: [Cl:17][C:13]1[CH:12]=[C:11]([F:18])[C:10]([N:19]2[C:24](=[O:25])[CH:23]=[C:22]([C:26]([F:29])([F:28])[F:27])[N:21]([CH3:30])[C:20]2=[O:31])=[C:9]([OH:2])[C:14]=1[O:15][CH3:16]. (2) Given the reactants C([O:4][C:5]1[CH:10]=[CH:9][CH:8]=[CH:7][C:6]=1[C:11]([NH:13][C:14]1[CH:19]=[CH:18][C:17]([Cl:20])=[CH:16][C:15]=1[CH2:21]Br)=[O:12])(=O)C.[C:23]1(=[O:33])[NH:27][C:26](=[O:28])[C:25]2=[CH:29][CH:30]=[CH:31][CH:32]=[C:24]12.C([O-])([O-])=O.[K+].[K+], predict the reaction product. The product is: [Cl:20][C:17]1[CH:18]=[CH:19][C:14]([NH:13][C:11](=[O:12])[C:6]2[CH:7]=[CH:8][CH:9]=[CH:10][C:5]=2[OH:4])=[C:15]([CH2:21][N:27]2[C:23](=[O:33])[C:24]3[C:25](=[CH:29][CH:30]=[CH:31][CH:32]=3)[C:26]2=[O:28])[CH:16]=1.